This data is from Catalyst prediction with 721,799 reactions and 888 catalyst types from USPTO. The task is: Predict which catalyst facilitates the given reaction. (1) Reactant: [OH:1][C:2]1[CH:11]=[C:10]2[C:5]([CH2:6][CH2:7][CH2:8][C:9]2=[O:12])=[CH:4][CH:3]=1.Br[CH2:14][C:15]([O:17][CH2:18][CH3:19])=[O:16].C(=O)([O-])[O-].[K+].[K+]. Product: [O:12]=[C:9]1[CH2:8][CH2:7][CH2:6][C:5]2[CH:4]=[CH:3][C:2]([O:1][CH2:14][C:15]([O:17][CH2:18][CH3:19])=[O:16])=[CH:11][C:10]1=2. The catalyst class is: 35. (2) Reactant: [OH-].[Na+].[I:3][C:4]1[CH:16]=[CH:15][CH:14]=[CH:13][C:5]=1[C:6](=[O:12])[NH:7][CH2:8][C:9]([OH:11])=[O:10].[N+]([O-])([O-])=O.[Ag+:21]. Product: [I:3][C:4]1[CH:16]=[CH:15][CH:14]=[CH:13][C:5]=1[C:6](=[O:12])[NH:7][CH2:8][C:9]([O-:11])=[O:10].[Ag+:21]. The catalyst class is: 6.